From a dataset of Forward reaction prediction with 1.9M reactions from USPTO patents (1976-2016). Predict the product of the given reaction. (1) Given the reactants Cl[C:2]1[N:3]([CH3:21])[C:4](=[O:20])[CH:5]=[C:6]([C:8]2[CH:13]=[CH:12][N:11]=[C:10]([C:14]3[CH:19]=[CH:18][CH:17]=[CH:16][CH:15]=3)[N:9]=2)[N:7]=1.Cl.[CH3:23][C@@H:24]1[CH2:29][O:28][CH2:27][CH2:26][NH:25]1.C(N(C(C)C)CC)(C)C.O, predict the reaction product. The product is: [CH3:21][N:3]1[C:4](=[O:20])[CH:5]=[C:6]([C:8]2[CH:13]=[CH:12][N:11]=[C:10]([C:14]3[CH:19]=[CH:18][CH:17]=[CH:16][CH:15]=3)[N:9]=2)[N:7]=[C:2]1[N:25]1[CH2:26][CH2:27][O:28][CH2:29][C@H:24]1[CH3:23]. (2) Given the reactants [CH2:1]([O:3][C:4]1[CH:5]=[C:6]([CH:9]=[CH:10][C:11]=1[OH:12])[CH:7]=[O:8])[CH3:2].[CH3:13][S:14](Cl)(=[O:16])=[O:15].O, predict the reaction product. The product is: [CH2:1]([O:3][C:4]1[CH:5]=[C:6]([CH:7]=[O:8])[CH:9]=[CH:10][C:11]=1[O:12][S:14]([CH3:13])(=[O:16])=[O:15])[CH3:2]. (3) Given the reactants [OH:1][C:2]1[CH:3]=[C:4]([CH2:9][C:10]([NH:12][C@H:13]([B:30]2[O:38]C3C(C)(C4CC(C3)C4(C)C)O2)[CH2:14][C:15]2[C:16]([O:28]C)=[C:17]([CH:25]=[CH:26][CH:27]=2)[C:18]([O:20]C(C)(C)C)=[O:19])=[O:11])[CH:5]=[CH:6][C:7]=1[OH:8].Cl, predict the reaction product. The product is: [OH:1][C:2]1[CH:3]=[C:4]([CH2:9][C:10]([NH:12][C@H:13]2[CH2:14][C:15]3[CH:27]=[CH:26][CH:25]=[C:17]([C:18]([OH:20])=[O:19])[C:16]=3[O:28][B:30]2[OH:38])=[O:11])[CH:5]=[CH:6][C:7]=1[OH:8].